This data is from Full USPTO retrosynthesis dataset with 1.9M reactions from patents (1976-2016). The task is: Predict the reactants needed to synthesize the given product. (1) Given the product [ClH:1].[ClH:40].[Cl:1][C:2]1[CH:7]=[CH:6][C:5]([C:8]2[CH:13]=[CH:12][C:11]([O:14][C:15]([F:17])([F:18])[F:16])=[C:10]([CH2:19][NH:20][C@H:21]3[CH2:26][CH2:25][NH:24][CH2:23][C@H:22]3[C:34]3[CH:35]=[CH:36][CH:37]=[CH:38][CH:39]=3)[CH:9]=2)=[CH:4][CH:3]=1, predict the reactants needed to synthesize it. The reactants are: [Cl:1][C:2]1[CH:7]=[CH:6][C:5]([C:8]2[CH:13]=[CH:12][C:11]([O:14][C:15]([F:18])([F:17])[F:16])=[C:10]([CH2:19][NH:20][C@H:21]3[CH2:26][CH2:25][N:24](C(OC(C)(C)C)=O)[CH2:23][C@H:22]3[C:34]3[CH:39]=[CH:38][CH:37]=[CH:36][CH:35]=3)[CH:9]=2)=[CH:4][CH:3]=1.[ClH:40].C(OCC)(=O)C. (2) Given the product [N:13]1[CH:14]=[CH:15][CH:16]=[CH:17][C:12]=1[C:5]1[C:6]2[C:7]([OH:9])=[N:20][CH:18]=[N:1][C:2]=2[S:3][CH:4]=1, predict the reactants needed to synthesize it. The reactants are: [NH2:1][C:2]1[S:3][CH:4]=[C:5]([C:12]2[CH:17]=[CH:16][CH:15]=[CH:14][N:13]=2)[C:6]=1[C:7]([O:9]CC)=O.[CH:18]([NH2:20])=O. (3) Given the product [F:16][C:15]([F:18])([F:17])[C:4]([OH:27])=[O:51].[NH2:1][C:2]1[C:11]2[C:6](=[CH:7][C:8]([C:12]([NH2:14])=[O:13])=[CH:9][CH:10]=2)[CH2:5][C:4]([C:19]2[CH:20]=[C:21]([C:40]3[CH:39]=[CH:38][CH:37]=[C:36]([O:35][CH3:34])[CH:41]=3)[CH:22]=[CH:23][CH:24]=2)([C:15]([F:18])([F:17])[F:16])[N:3]=1.[C:4]([OH:46])([C:15]([F:18])([F:17])[F:16])=[O:51], predict the reactants needed to synthesize it. The reactants are: [NH2:1][C:2]1[C:11]2[C:6](=[CH:7][C:8]([C:12]([NH2:14])=[O:13])=[CH:9][CH:10]=2)[CH2:5][C:4]([C:19]2[CH:24]=[CH:23][CH:22]=[C:21](Br)[CH:20]=2)([C:15]([F:18])([F:17])[F:16])[N:3]=1.P([O-])([O-])([O-])=[O:27].[K+].[K+].[K+].[CH3:34][O:35][C:36]1[CH:37]=[C:38](B(O)O)[CH:39]=[CH:40][CH:41]=1.C[O:46]CCOC.[OH2:51].C(O)C. (4) Given the product [O:1]1[CH2:5][CH2:4][O:3][CH:2]1[C:6]1[S:10][CH:9]=[C:8]([CH:11]2[C:20]3[C:15](=[CH:16][CH:17]=[CH:18][CH:19]=3)[CH2:14][CH2:13][N:12]2[C:26]([O:25][C:22]([CH3:24])([CH3:23])[CH3:21])=[O:27])[CH:7]=1, predict the reactants needed to synthesize it. The reactants are: [O:1]1[CH2:5][CH2:4][O:3][CH:2]1[C:6]1[S:10][CH:9]=[C:8]([CH:11]2[C:20]3[C:15](=[CH:16][CH:17]=[CH:18][CH:19]=3)[CH2:14][CH2:13][NH:12]2)[CH:7]=1.[CH3:21][C:22]([O:25][C:26](O[C:26]([O:25][C:22]([CH3:24])([CH3:23])[CH3:21])=[O:27])=[O:27])([CH3:24])[CH3:23]. (5) Given the product [C:1]([O:5][C:6](=[O:22])[NH:7][C:8]1[CH:13]=[C:12]([O:14][CH2:15][CH3:16])[C:11]([C:17]([F:20])([F:19])[F:18])=[CH:10][C:9]=1[NH:21][C:28](=[O:27])[CH2:29][C:30]([C:32]1[CH:37]=[CH:36][CH:35]=[C:34]([C:38]2[CH:39]=[N:40][CH:41]=[CH:42][C:43]=2[CH3:44])[CH:33]=1)=[O:31])([CH3:2])([CH3:3])[CH3:4], predict the reactants needed to synthesize it. The reactants are: [C:1]([O:5][C:6](=[O:22])[NH:7][C:8]1[CH:13]=[C:12]([O:14][CH2:15][CH3:16])[C:11]([C:17]([F:20])([F:19])[F:18])=[CH:10][C:9]=1[NH2:21])([CH3:4])([CH3:3])[CH3:2].C([O:27][C:28](=O)[CH2:29][C:30]([C:32]1[CH:37]=[CH:36][CH:35]=[C:34]([C:38]2[CH:39]=[N:40][CH:41]=[CH:42][C:43]=2[CH3:44])[CH:33]=1)=[O:31])(C)(C)C. (6) Given the product [F:21][CH:12]([O:11][CH2:4][CH2:1][CH2:2][Si:22]([Cl:25])([Cl:24])[Cl:23])[CH2:13][C:14]([F:17])([F:16])[F:15], predict the reactants needed to synthesize it. The reactants are: [CH2:1]([C:4]([O:11][C:12]([F:21])(CC=C)[CH2:13][C:14]([F:17])([F:16])[F:15])(F)CC(F)(F)F)[CH:2]=C.[SiH:22]([Cl:25])([Cl:24])[Cl:23]. (7) Given the product [CH3:22][N:14]([CH:11]1[CH2:12][CH2:13][N:8]([C:5]2[N:4]=[CH:3][C:2]([B:28]3[O:32][C:31]([CH3:34])([CH3:33])[C:30]([CH3:36])([CH3:35])[O:29]3)=[CH:7][N:6]=2)[CH2:9][CH2:10]1)[C:15](=[O:21])[O:16][C:17]([CH3:20])([CH3:19])[CH3:18], predict the reactants needed to synthesize it. The reactants are: Br[C:2]1[CH:3]=[N:4][C:5]([N:8]2[CH2:13][CH2:12][CH:11]([N:14]([CH3:22])[C:15](=[O:21])[O:16][C:17]([CH3:20])([CH3:19])[CH3:18])[CH2:10][CH2:9]2)=[N:6][CH:7]=1.C([O-])(=O)C.[K+].[B:28]1([B:28]2[O:32][C:31]([CH3:34])([CH3:33])[C:30]([CH3:36])([CH3:35])[O:29]2)[O:32][C:31]([CH3:34])([CH3:33])[C:30]([CH3:36])([CH3:35])[O:29]1.C1(P(C2CCCCC2)C2C=CC=CC=2C2C(C(C)C)=CC(C(C)C)=CC=2C(C)C)CCCCC1.